Dataset: Full USPTO retrosynthesis dataset with 1.9M reactions from patents (1976-2016). Task: Predict the reactants needed to synthesize the given product. (1) Given the product [CH3:1][C:2]1[O:6][N:5]=[C:4]([CH3:7])[C:3]=1[C:8]1[CH:20]=[N:19][C:18]2[C:17]3[CH:16]=[CH:15][C:14]([C:21]([O:23][CH3:24])=[O:22])=[CH:13][C:12]=3[N:11]([CH:30]([C:37]3[CH:42]=[CH:41][N:40]=[CH:39][C:38]=3[F:43])[CH:31]3[CH2:32][CH2:33][O:34][CH2:35][CH2:36]3)[C:10]=2[CH:9]=1, predict the reactants needed to synthesize it. The reactants are: [CH3:1][C:2]1[O:6][N:5]=[C:4]([CH3:7])[C:3]=1[C:8]1[CH:20]=[N:19][C:18]2[C:17]3[CH:16]=[CH:15][C:14]([C:21]([O:23][CH3:24])=[O:22])=[CH:13][C:12]=3[NH:11][C:10]=2[CH:9]=1.CS(O[CH:30]([C:37]1[CH:42]=[CH:41][N:40]=[CH:39][C:38]=1[F:43])[CH:31]1[CH2:36][CH2:35][O:34][CH2:33][CH2:32]1)(=O)=O.C(O)(C(F)(F)F)=O. (2) Given the product [CH:1]1([C:5]2[C:26]([C:27]3[NH:31][C:30]([CH2:32][CH2:33][O:34][CH3:35])=[N:29][N:28]=3)=[CH:25][C:8]([C:9]([N:49]3[CH2:48][CH2:47][CH:46]([C:43]4[CH:42]=[CH:41][C:40]([C:39]([F:38])([F:52])[F:53])=[CH:45][CH:44]=4)[CH2:51][CH2:50]3)=[O:10])=[C:7]([CH3:36])[CH:6]=2)[CH2:2][CH2:3][CH2:4]1, predict the reactants needed to synthesize it. The reactants are: [CH:1]1([C:5]2[C:26]([C:27]3[NH:31][C:30]([CH2:32][CH2:33][O:34][CH3:35])=[N:29][N:28]=3)=[CH:25][C:8]([C:9](N3CCC(C4C=CC(C#N)=CC=4)CC3)=[O:10])=[C:7]([CH3:36])[CH:6]=2)[CH2:4][CH2:3][CH2:2]1.Cl.[F:38][C:39]([F:53])([F:52])[C:40]1[CH:45]=[CH:44][C:43]([CH:46]2[CH2:51][CH2:50][NH:49][CH2:48][CH2:47]2)=[CH:42][CH:41]=1.Cl.N1CCC(C2C=CC(C#N)=CC=2)CC1. (3) Given the product [Br:24][C:20]1[CH:19]=[C:18]([CH:23]=[CH:22][CH:21]=1)[CH2:17][C:7]([CH2:8][C:26]1[CH:25]=[CH:5][CH:4]=[C:3]([Br:2])[CH:27]=1)([CH2:6][C:5]1[CH:25]=[CH:26][CH:27]=[C:3]([Br:2])[CH:4]=1)[Br:1], predict the reactants needed to synthesize it. The reactants are: [BrH:1].[Br:2][C:3]1[CH:4]=[C:5]([CH:25]=[CH:26][CH:27]=1)[CH2:6][C:7]([CH2:17][C:18]1[CH:23]=[CH:22][CH:21]=[C:20]([Br:24])[CH:19]=1)=[CH:8]CC1C=CC=C(Br)C=1. (4) Given the product [C:1]([O:5][C:6](=[O:30])[CH2:7][O:8][C:9]1[CH:14]=[CH:13][C:12]([Cl:15])=[CH:11][C:10]=1[C:16]#[C:17][C:18]1[CH:23]=[CH:22][C:21]([C:54]([N:56]2[CH2:61][CH2:60][O:59][CH2:58][CH2:57]2)=[O:55])=[CH:20][CH:19]=1)([CH3:3])([CH3:4])[CH3:2], predict the reactants needed to synthesize it. The reactants are: [C:1]([O:5][C:6](=[O:30])[CH2:7][O:8][C:9]1[CH:14]=[CH:13][C:12]([Cl:15])=[CH:11][C:10]=1[C:16]#[C:17][C:18]1[CH:23]=[CH:22][CH:21]=[C:20](S(CCC)(=O)=O)[CH:19]=1)([CH3:4])([CH3:3])[CH3:2].C(OC(=O)COC1C=CC(Cl)=CC=1C#C)(C)(C)C.BrC1C=CC([C:54]([N:56]2[CH2:61][CH2:60][O:59][CH2:58][CH2:57]2)=[O:55])=CC=1.